Dataset: Full USPTO retrosynthesis dataset with 1.9M reactions from patents (1976-2016). Task: Predict the reactants needed to synthesize the given product. (1) Given the product [NH2:1][C:2]1[S:3][C:4]2[C:9]([N:10]([CH3:17])[C@H:11]([CH2:14][CH2:15][CH3:16])[CH2:12][OH:13])=[N:8][C:7]([S:18][C@H:27]([C:24]3[CH:23]=[N:22][C:21]([Cl:20])=[CH:26][CH:25]=3)[CH3:28])=[N:6][C:5]=2[N:19]=1, predict the reactants needed to synthesize it. The reactants are: [NH2:1][C:2]1[S:3][C:4]2[C:9]([N:10]([CH3:17])[C@H:11]([CH2:14][CH2:15][CH3:16])[CH2:12][OH:13])=[N:8][C:7]([SH:18])=[N:6][C:5]=2[N:19]=1.[Cl:20][C:21]1[CH:26]=[CH:25][C:24]([C@H:27](Cl)[CH3:28])=[CH:23][N:22]=1. (2) Given the product [Cl:13][C:14]1[CH:15]=[C:16]([C:17]2[N:19]=[C:4]([OH:11])[CH:5]=[C:6]([CH:7]([CH3:8])[CH3:9])[N:18]=2)[CH:20]=[C:21]([Cl:23])[CH:22]=1, predict the reactants needed to synthesize it. The reactants are: C(O[C:4](=[O:11])[CH2:5][C:6](=O)[CH:7]([CH3:9])[CH3:8])C.Cl.[Cl:13][C:14]1[CH:15]=[C:16]([CH:20]=[C:21]([Cl:23])[CH:22]=1)[C:17]([NH2:19])=[NH:18]. (3) Given the product [C:1]([NH:4][CH:5]([CH2:14][C:15]1[CH:24]=[CH:23][C:22]2[CH2:21][CH2:20][CH2:19][CH2:18][C:17]=2[CH:16]=1)[C:6]([O:8][CH2:9][CH3:10])=[O:7])(=[O:3])[CH3:2], predict the reactants needed to synthesize it. The reactants are: [C:1]([NH:4][C:5]([CH2:14][C:15]1[CH:24]=[CH:23][C:22]2[CH2:21][CH2:20][CH2:19][CH2:18][C:17]=2[CH:16]=1)(C([O-])=O)[C:6]([O:8][CH2:9][CH3:10])=[O:7])(=[O:3])[CH3:2]. (4) The reactants are: C1N(CCO)CCN(CCS(O)(=O)=O)C1.[Cl-].[K+].[Mg+2].[Cl-].[Cl-].C(S)[C@@H](O)[C@H](O)CS.O([CH2:38]/[CH:39]=[C:40](\[CH2:42][CH2:43]/[CH:44]=[C:45](\[CH2:47][CH2:48][CH:49]=[C:50]([CH3:52])[CH3:51])/[CH3:46])/[CH3:41])P(OP([O-])([O-])=O)(=O)[O-].O(C/C=C(/CC/C=C(/CCC=C(C)C)\C)\C)P(OP([O-])([O-])=O)(=O)[O-].O(C/C=C(/CCC=C(C)C)\C)P(OP([O-])([O-])=O)(=O)[O-].O(C/C=C(\CCC=C(C)C)/C)P(OP([O-])([O-])=O)(=O)[O-].O(C/C=C(/CC/C=C(\C)/CC/C=C(/CCC=C(C)C)\C)\C)P(OP([O-])([O-])=O)(=O)[O-]. Given the product [CH3:41][C:40]1[CH:42]=[CH:43][C@@H:44]([C@H:45]([CH2:47][CH2:48][CH:49]=[C:50]([CH3:52])[CH3:51])[CH3:46])[CH2:38][CH:39]=1, predict the reactants needed to synthesize it.